From a dataset of Reaction yield outcomes from USPTO patents with 853,638 reactions. Predict the reaction yield, written as a fraction of the theoretical maximum amount of product (1.0 means a 100% yield; for example, 0.34 means a 34% yield). (1) The reactants are B.C1COCC1.C(O[C:12]([N:14]1[CH2:19][CH2:18][N:17]([C:20]([O:22][C:23]([CH3:26])([CH3:25])[CH3:24])=[O:21])[CH2:16][CH:15]1[C:27]([OH:29])=O)=[O:13])(C)(C)C.[H-].[Na+]. The catalyst is C1COCC1. The product is [O:13]=[C:12]1[N:14]2[CH2:19][CH2:18][N:17]([C:20]([O:22][C:23]([CH3:24])([CH3:25])[CH3:26])=[O:21])[CH2:16][CH:15]2[CH2:27][O:29]1. The yield is 0.200. (2) The reactants are Cl[CH2:2][CH2:3][CH2:4][S:5]([N:8]1[CH2:13][CH2:12][CH:11]([C:14]2[C:22]3[C:17](=[C:18]([C:28]([NH2:30])=[O:29])[CH:19]=[C:20]([C:23]4[S:24][CH:25]=[CH:26][CH:27]=4)[CH:21]=3)[NH:16][N:15]=2)[CH2:10][CH2:9]1)(=[O:7])=[O:6].C([O-])([O-])=O.[K+].[K+].[I-].[Na+].[CH3:39][NH:40][CH3:41]. The catalyst is CN(C=O)C. The product is [CH3:39][N:40]([CH3:41])[CH2:2][CH2:3][CH2:4][S:5]([N:8]1[CH2:13][CH2:12][CH:11]([C:14]2[C:22]3[C:17](=[C:18]([C:28]([NH2:30])=[O:29])[CH:19]=[C:20]([C:23]4[S:24][CH:25]=[CH:26][CH:27]=4)[CH:21]=3)[NH:16][N:15]=2)[CH2:10][CH2:9]1)(=[O:7])=[O:6]. The yield is 0.380. (3) The reactants are [NH:1]1[C:9]2[C:4](=[N:5][CH:6]=[C:7]([C:10]([OH:12])=O)[CH:8]=2)[N:3]=[CH:2]1.[NH:13]1[CH2:18][CH2:17][CH2:16][C@@H:15]2[C:19]3[CH:20]=[CH:21][CH:22]=[CH:23][C:24]=3[CH2:25][C@H:14]12.F[P-](F)(F)(F)(F)F.N1(OC(N(C)C)=[N+](C)C)C2N=CC=CC=2N=N1. No catalyst specified. The product is [N:13]1([C:10]([C:7]2[CH:8]=[C:9]3[NH:1][CH:2]=[N:3][C:4]3=[N:5][CH:6]=2)=[O:12])[CH2:18][CH2:17][CH2:16][C@@H:15]2[C:19]3[CH:20]=[CH:21][CH:22]=[CH:23][C:24]=3[CH2:25][C@H:14]12. The yield is 0.710. (4) The reactants are [CH3:1][C:2]1[NH:3][C:4](=[O:26])[C:5]([CH2:11][C:12]2[CH:17]=[CH:16][C:15]([C:18]3[C:19]([C:24]#[N:25])=[CH:20][CH:21]=[CH:22][CH:23]=3)=[CH:14][CH:13]=2)=[C:6]([CH2:8][CH2:9][CH3:10])[N:7]=1.[CH3:27][C:28]1([CH3:42])[CH2:37][C:36](=[O:38])[C:35]2[C:30](=[CH:31][CH:32]=[C:33](B(O)O)[CH:34]=2)[O:29]1.N1C=CC=CC=1.C(N(CC)CC)C. The catalyst is C(OCC)(=O)C.C([O-])(=O)C.[Cu+2].C([O-])(=O)C.ClCCl. The product is [CH3:27][C:28]1([CH3:42])[CH2:37][C:36](=[O:38])[C:35]2[C:30](=[CH:31][CH:32]=[C:33]([N:3]3[C:4](=[O:26])[C:5]([CH2:11][C:12]4[CH:17]=[CH:16][C:15]([C:18]5[C:19]([C:24]#[N:25])=[CH:20][CH:21]=[CH:22][CH:23]=5)=[CH:14][CH:13]=4)=[C:6]([CH2:8][CH2:9][CH3:10])[N:7]=[C:2]3[CH3:1])[CH:34]=2)[O:29]1. The yield is 0.450. (5) The reactants are C([N:8]1[CH2:14][CH:13]=[CH:12][C:11](=[O:15])[C:10]2[CH:16]=[N:17][N:18]([CH2:19][C:20]3[CH:25]=[CH:24][C:23]([O:26][CH3:27])=[CH:22][CH:21]=3)[C:9]1=2)C1C=CC=CC=1.CC(O)=O. The catalyst is CCO.[OH-].[OH-].[Pd+2]. The product is [CH3:27][O:26][C:23]1[CH:22]=[CH:21][C:20]([CH2:19][N:18]2[C:9]3[NH:8][CH2:14][CH2:13][CH2:12][C:11](=[O:15])[C:10]=3[CH:16]=[N:17]2)=[CH:25][CH:24]=1. The yield is 0.730. (6) The reactants are [F:1][C:2]1[CH:7]=[N:6][C:5]2[NH:8][CH:9]=[CH:10][C:4]=2[C:3]=1[CH:11]=[O:12].[I:13]I.[I-].[Na+].[OH-].[Na+]. The catalyst is CCO.OS([O-])=O.[Na+]. The product is [F:1][C:2]1[CH:7]=[N:6][C:5]2[NH:8][CH:9]=[C:10]([I:13])[C:4]=2[C:3]=1[CH:11]=[O:12]. The yield is 0.820. (7) The reactants are CCN(C(C)C)C(C)C.[OH:10][C:11]1[CH:12]=[CH:13][CH:14]=[C:15]2[C:20]=1[O:19][C:18](=[O:21])[C:17]([C:22]([OH:24])=O)=[CH:16]2.CN(C(ON1N=NC2C=CC=NC1=2)=[N+](C)C)C.F[P-](F)(F)(F)(F)F.[CH3:49][O:50][C:51]1[N:56]=[CH:55][C:54]([C:57]2[CH:58]=[C:59]([NH2:63])[CH:60]=[CH:61][CH:62]=2)=[CH:53][N:52]=1. The catalyst is CN(C=O)C. The product is [CH3:49][O:50][C:51]1[N:52]=[CH:53][C:54]([C:57]2[CH:58]=[C:59]([NH:63][C:22]([C:17]3[C:18](=[O:21])[O:19][C:20]4[C:15]([CH:16]=3)=[CH:14][CH:13]=[CH:12][C:11]=4[OH:10])=[O:24])[CH:60]=[CH:61][CH:62]=2)=[CH:55][N:56]=1. The yield is 0.200. (8) The reactants are [CH3:1][O:2][C:3]1[C:8]([O:9][CH3:10])=[CH:7][C:6]([CH2:11][O:12][CH3:13])=[CH:5][C:4]=1[CH:14]([OH:19])[C:15]([CH3:18])([CH3:17])[CH3:16]. The catalyst is C(Cl)Cl.O=[Mn]=O. The product is [CH3:1][O:2][C:3]1[C:8]([O:9][CH3:10])=[CH:7][C:6]([CH2:11][O:12][CH3:13])=[CH:5][C:4]=1[C:14](=[O:19])[C:15]([CH3:17])([CH3:16])[CH3:18]. The yield is 1.00. (9) The reactants are [CH3:1][N:2]([CH3:18])[C:3]1[CH:8]=[C:7]([C:9]([N:11]2[CH2:16][CH2:15][CH2:14][C:13](=[O:17])[CH2:12]2)=[O:10])[CH:6]=[CH:5][N:4]=1.[Cl:19][C:20]1[CH:25]=[CH:24][C:23]([Mg]Br)=[C:22]([CH3:28])[CH:21]=1. The catalyst is C1COCC1. The product is [Cl:19][C:20]1[CH:25]=[CH:24][C:23]([C:13]2([OH:17])[CH2:14][CH2:15][CH2:16][N:11]([C:9]([C:7]3[CH:6]=[CH:5][N:4]=[C:3]([N:2]([CH3:18])[CH3:1])[CH:8]=3)=[O:10])[CH2:12]2)=[C:22]([CH3:28])[CH:21]=1. The yield is 0.0277. (10) The reactants are [CH2:1]([O:5][C:6]1[CH:10]=[C:9]([C:11]([O:13][CH3:14])=[O:12])[NH:8][N:7]=1)[CH2:2][CH2:3][CH3:4].[Cl:15][C:16]1[CH:21]=[C:20]([C:22]([F:25])([F:24])[F:23])[CH:19]=[CH:18][C:17]=1[CH2:26]Cl.C(=O)([O-])[O-].[K+].[K+].CN(C)C=O. The catalyst is O. The product is [CH2:1]([O:5][C:6]1[CH:10]=[C:9]([C:11]([O:13][CH3:14])=[O:12])[N:8]([CH2:26][C:17]2[CH:18]=[CH:19][C:20]([C:22]([F:23])([F:25])[F:24])=[CH:21][C:16]=2[Cl:15])[N:7]=1)[CH2:2][CH2:3][CH3:4]. The yield is 0.680.